Task: Predict the reaction yield, written as a fraction of the theoretical maximum amount of product (1.0 means a 100% yield; for example, 0.34 means a 34% yield).. Dataset: Reaction yield outcomes from USPTO patents with 853,638 reactions (1) The reactants are [Br:1][C:2]1[CH:7]=[C:6]([C:8]([CH3:11])([CH3:10])[CH3:9])[CH:5]=[CH:4][C:3]=1[CH3:12].[Br:13]Br.C(OOC(=O)C1C=CC=CC=1)(=O)C1C=CC=CC=1.[H][H]. The catalyst is C(Cl)(Cl)(Cl)Cl. The product is [Br:1][C:2]1[CH:7]=[C:6]([C:8]([CH3:9])([CH3:11])[CH3:10])[CH:5]=[CH:4][C:3]=1[CH2:12][Br:13]. The yield is 0.890. (2) The reactants are [CH3:1][N:2]1[CH:7]2[CH2:8][CH2:9][CH2:10][CH:3]1[CH2:4][C:5](=O)[CH2:6]2.[ClH:12].[NH2:13][OH:14]. The catalyst is CO. The product is [ClH:12].[CH3:1][N:2]1[CH:7]2[CH2:8][CH2:9][CH2:10][CH:3]1[CH2:4][C:5](=[N:13][OH:14])[CH2:6]2. The yield is 0.760. (3) The reactants are [CH3:1][N:2]([CH2:4][CH:5]1[CH2:10][CH2:9][N:8]([C:11]([NH:13][C:14]2[CH:19]=[C:18]([O:20][C:21]3[CH:26]=[CH:25][C:24]([N+:27]([O-])=O)=[CH:23][C:22]=3[F:30])[CH:17]=[CH:16][N:15]=2)=[O:12])[CH2:7][CH2:6]1)[CH3:3]. The catalyst is O1CCCC1.[OH-].[OH-].[Pd+2]. The product is [NH2:27][C:24]1[CH:25]=[CH:26][C:21]([O:20][C:18]2[CH:17]=[CH:16][N:15]=[C:14]([NH:13][C:11]([N:8]3[CH2:7][CH2:6][CH:5]([CH2:4][N:2]([CH3:3])[CH3:1])[CH2:10][CH2:9]3)=[O:12])[CH:19]=2)=[C:22]([F:30])[CH:23]=1. The yield is 0.980.